From a dataset of Catalyst prediction with 721,799 reactions and 888 catalyst types from USPTO. Predict which catalyst facilitates the given reaction. (1) Reactant: [CH3:1][O:2][C:3]1[C:4]([CH3:31])=[C:5]([C:22]([O:29][CH3:30])=[C:23]([O:27][CH3:28])[C:24]=1[O:25][CH3:26])[CH2:6][C:7]1[CH:8]=[CH:9][C:10]([OH:21])=[C:11]([CH:20]=1)[C:12]([N:14]1[CH2:19][CH2:18][O:17][CH2:16][CH2:15]1)=[O:13].C(=O)([O-])[O-].[Na+].[Na+].Br[CH2:39][C:40]([O:42][C:43]([CH3:46])([CH3:45])[CH3:44])=[O:41]. Product: [CH3:1][O:2][C:3]1[C:4]([CH3:31])=[C:5]([C:22]([O:29][CH3:30])=[C:23]([O:27][CH3:28])[C:24]=1[O:25][CH3:26])[CH2:6][C:7]1[CH:8]=[CH:9][C:10]([O:21][CH2:39][C:40]([O:42][C:43]([CH3:46])([CH3:45])[CH3:44])=[O:41])=[C:11]([CH:20]=1)[C:12]([N:14]1[CH2:15][CH2:16][O:17][CH2:18][CH2:19]1)=[O:13]. The catalyst class is: 21. (2) Reactant: CO[C:3]([C:5]1[N:6]=[N:7][C:8]([Cl:12])=[CH:9][C:10]=1Cl)=[O:4].Cl.[CH2:14]([O:16][C:17](=[O:21])[CH2:18][NH:19][CH3:20])[CH3:15].C(N(CC)CC)C. Product: [CH2:14]([O:16][C:17]([C:18]1[N:19]([CH3:20])[C:10]2[CH:9]=[C:8]([Cl:12])[N:7]=[N:6][C:5]=2[C:3]=1[OH:4])=[O:21])[CH3:15]. The catalyst class is: 10. (3) Reactant: [I:1][C:2]1[CH:10]=[C:9]2[C:5]([CH:6]=[C:7]([C:11]([O:13][CH2:14][CH3:15])=[O:12])[NH:8]2)=[CH:4][CH:3]=1.[H-].[Na+].Cl[CH2:19][C:20]#[N:21].O. Product: [C:20]([CH2:19][N:8]1[C:9]2[C:5](=[CH:4][CH:3]=[C:2]([I:1])[CH:10]=2)[CH:6]=[C:7]1[C:11]([O:13][CH2:14][CH3:15])=[O:12])#[N:21]. The catalyst class is: 3. (4) The catalyst class is: 24. Product: [CH3:10][C:11]1[CH:17]=[CH:16][C:15]([N+:18]([O-:20])=[O:19])=[CH:14][C:12]=1[NH:13][C:2]1[N:7]=[C:6]([NH:13][C:12]2[CH:14]=[C:15]([N+:18]([O-:20])=[O:19])[CH:16]=[CH:17][C:11]=2[CH3:10])[C:5]([F:9])=[CH:4][N:3]=1. Reactant: Cl[C:2]1[N:7]=[C:6](Cl)[C:5]([F:9])=[CH:4][N:3]=1.[CH3:10][C:11]1[CH:17]=[CH:16][C:15]([N+:18]([O-:20])=[O:19])=[CH:14][C:12]=1[NH2:13].